Dataset: Reaction yield outcomes from USPTO patents with 853,638 reactions. Task: Predict the reaction yield, written as a fraction of the theoretical maximum amount of product (1.0 means a 100% yield; for example, 0.34 means a 34% yield). (1) The reactants are [Br:1][C:2]1[CH:3]=[N:4][CH:5]=[C:6]([CH:10]=1)[C:7]([OH:9])=O.C(N(CC)C(C)C)(C)C.[CH3:20][S@@:21]([C:24]1[CH:29]=[CH:28][CH:27]=[CH:26][CH:25]=1)(=[NH:23])=[O:22].C1CN([P+](ON2N=NC3C=CC=CC2=3)(N2CCCC2)N2CCCC2)CC1.F[P-](F)(F)(F)(F)F. The catalyst is CN(C=O)C. The product is [Br:1][C:2]1[CH:3]=[N:4][CH:5]=[C:6]([CH:10]=1)[C:7]([N:23]=[S@:21]([CH3:20])(=[O:22])[C:24]1[CH:29]=[CH:28][CH:27]=[CH:26][CH:25]=1)=[O:9]. The yield is 0.940. (2) The reactants are [I:1][C:2]1[C:6]([C:7]2[N:11]=[CH:10][NH:9][N:8]=2)=[CH:5][N:4]([C:12]2[C:17]([CH3:18])=[CH:16][N:15]=[C:14]([NH:19][C:20](=[O:22])[CH3:21])[CH:13]=2)[N:3]=1.C(=O)([O-])[O-].[Cs+].[Cs+].Cl[CH2:30][O:31][CH2:32][CH2:33][Si:34]([CH3:37])([CH3:36])[CH3:35]. The catalyst is CN(C=O)C.CCOC(C)=O. The product is [I:1][C:2]1[C:6]([C:7]2[N:11]=[CH:10][N:9]([CH2:30][O:31][CH2:32][CH2:33][Si:34]([CH3:37])([CH3:36])[CH3:35])[N:8]=2)=[CH:5][N:4]([C:12]2[C:17]([CH3:18])=[CH:16][N:15]=[C:14]([NH:19][C:20](=[O:22])[CH3:21])[CH:13]=2)[N:3]=1. The yield is 0.230. (3) The reactants are O[Li].O.[CH3:4][C:5]1[CH:10]=[C:9]([NH:11][CH3:12])[CH:8]=[C:7]([CH3:13])[C:6]=1/[CH:14]=[CH:15]/[S:16]([N:19]1[CH2:24][CH2:23][C:22]([NH:28][C:29](=O)[CH2:30][CH2:31][CH2:32][CH2:33][CH2:34][CH2:35][CH2:36][CH2:37][C:38]2([CH3:42])[CH2:41][O:40][CH2:39]2)([C:25]([NH2:27])=[O:26])[CH2:21][CH2:20]1)(=[O:18])=[O:17].[Cl-].[NH4+]. The catalyst is C(O)C. The product is [CH3:13][C:7]1[CH:8]=[C:9]([NH:11][CH3:12])[CH:10]=[C:5]([CH3:4])[C:6]=1/[CH:14]=[CH:15]/[S:16]([N:19]1[CH2:24][CH2:23][C:22]2([N:28]=[C:29]([CH2:30][CH2:31][CH2:32][CH2:33][CH2:34][CH2:35][CH2:36][CH2:37][C:38]3([CH3:42])[CH2:39][O:40][CH2:41]3)[NH:27][C:25]2=[O:26])[CH2:21][CH2:20]1)(=[O:17])=[O:18]. The yield is 1.00. (4) The yield is 0.890. The product is [Br:12][C:10]1[CH:11]=[C:3]([CH:4]=[C:5]([O:6][CH3:7])[C:8]=1[OH:9])[CH:2]=[O:1]. The reactants are [O:1]=[CH:2][C:3]1[CH:11]=[CH:10][C:8]([OH:9])=[C:5]([O:6][CH3:7])[CH:4]=1.[Br:12]Br. The catalyst is C(O)(=O)C. (5) The reactants are [CH2:1]([CH:3]([C:6]1[C:7]2[N:8]([C:13](I)=[C:14]([CH3:16])[N:15]=2)[N:9]=[C:10]([CH3:12])[CH:11]=1)[CH2:4][CH3:5])[CH3:2].C([C:21]1[CH:22]=[CH:23][CH:24]=[C:25]2[C:29]=1[N:28]([CH3:30])[C:27](C)=[CH:26]2)(C)C.[C:32]([O-])([O-])=O.[Cs+].[Cs+].N#N. The catalyst is C1C=CC(/C=C/C(/C=C/C2C=CC=CC=2)=O)=CC=1.C1C=CC(/C=C/C(/C=C/C2C=CC=CC=2)=O)=CC=1.C1C=CC(/C=C/C(/C=C/C2C=CC=CC=2)=O)=CC=1.[Pd].[Pd].CCOC(C)=O.CN(C=O)C. The product is [CH3:30][N:28]1[C:29]2[C:25](=[CH:24][C:23]([CH3:32])=[CH:22][CH:21]=2)[CH:26]=[C:27]1[C:13]1[N:8]2[N:9]=[C:10]([CH3:12])[CH:11]=[C:6]([CH:3]([CH2:4][CH3:5])[CH2:1][CH3:2])[C:7]2=[N:15][C:14]=1[CH3:16]. The yield is 0.0480. (6) The reactants are [C:1]([Si:5]([CH3:8])([CH3:7])Cl)([CH3:4])([CH3:3])[CH3:2].[CH2:9]([OH:13])[C@H:10]([OH:12])[CH3:11].N1C=CN=C1. The catalyst is ClCCl. The product is [O:13]([CH2:9][C@H:10]([OH:12])[CH3:11])[Si:5]([C:1]([CH3:4])([CH3:3])[CH3:2])([CH3:8])[CH3:7]. The yield is 0.960. (7) The reactants are [N:1]1[CH:6]=[CH:5][CH:4]=[C:3]([N:7]2[CH:11]=[C:10]([NH2:12])[CH:9]=[N:8]2)[CH:2]=1.[C:13](O[C:13]([O:15][C:16]([CH3:19])([CH3:18])[CH3:17])=[O:14])([O:15][C:16]([CH3:19])([CH3:18])[CH3:17])=[O:14].C(=O)(O)[O-].[Na+]. The catalyst is O1CCCC1.O. The product is [N:1]1[CH:6]=[CH:5][CH:4]=[C:3]([N:7]2[CH:11]=[C:10]([NH:12][C:13](=[O:14])[O:15][C:16]([CH3:19])([CH3:18])[CH3:17])[CH:9]=[N:8]2)[CH:2]=1. The yield is 0.830. (8) The reactants are CC1(C)CC(O)CC(C)(C)N1[O:11][C:12]12[CH2:19][CH2:18][C:15]([C:20]3[CH:25]=[CH:24][CH:23]=[C:22]([O:26][C:27]4[CH:32]=[CH:31][CH:30]=[CH:29][CH:28]=4)[CH:21]=3)([CH2:16][CH2:17]1)[O:14][CH2:13]2.CC(O)=O.O. The catalyst is C1COCC1.[Zn]. The product is [O:26]([C:22]1[CH:21]=[C:20]([C:15]23[CH2:18][CH2:19][C:12]([OH:11])([CH2:17][CH2:16]2)[CH2:13][O:14]3)[CH:25]=[CH:24][CH:23]=1)[C:27]1[CH:32]=[CH:31][CH:30]=[CH:29][CH:28]=1. The yield is 0.680. (9) The yield is 0.357. The catalyst is CC(O)C. The reactants are CN(C)[CH:3]=[C:4]([C:10]1[CH:15]=[CH:14][N:13]=[CH:12][CH:11]=1)[C:5](OCC)=[O:6].[CH2:17]([NH:24][C:25](=[O:34])[C:26]1[CH:31]=[CH:30][C:29]([NH:32][NH2:33])=[N:28][CH:27]=1)[C:18]1[CH:23]=[CH:22][CH:21]=[CH:20][CH:19]=1.CCN(C(C)C)C(C)C. The product is [CH2:17]([NH:24][C:25](=[O:34])[C:26]1[CH:31]=[CH:30][C:29]([N:32]2[C:5]([OH:6])=[C:4]([C:10]3[CH:15]=[CH:14][N:13]=[CH:12][CH:11]=3)[CH:3]=[N:33]2)=[N:28][CH:27]=1)[C:18]1[CH:19]=[CH:20][CH:21]=[CH:22][CH:23]=1.